From a dataset of Forward reaction prediction with 1.9M reactions from USPTO patents (1976-2016). Predict the product of the given reaction. (1) The product is: [CH2:21]([O:18][C:15]1[CH:14]=[CH:13][C:12]([CH2:11][NH:10][C:8](=[O:9])[C:7]2[CH:6]=[CH:5][CH:4]=[N:3][C:2]=2[NH2:1])=[CH:17][CH:16]=1)[CH2:22][CH2:23][CH2:24][CH3:25]. Given the reactants [NH2:1][C:2]1[C:7]([C:8]([NH:10][CH2:11][C:12]2[CH:17]=[CH:16][C:15]([O-:18])=[CH:14][CH:13]=2)=[O:9])=[CH:6][CH:5]=[CH:4][N:3]=1.[Na+].I[CH2:21][CH2:22][CH2:23][CH2:24][CH3:25].C(=O)([O-])[O-].[Cs+].[Cs+].CN(C=O)C, predict the reaction product. (2) The product is: [C:29]([N:8]1[CH2:7][C:4]2([CH2:5][CH2:6][N:1]([CH:16]3[CH2:17][CH:18]4[N:23]([C:24]([O:26][CH2:27][CH3:28])=[O:25])[CH:21]([CH2:20][CH2:19]4)[CH2:22]3)[CH2:2][CH2:3]2)[C:15]2[C:10](=[CH:11][CH:12]=[CH:13][CH:14]=2)[CH2:9]1)(=[O:31])[CH3:30]. Given the reactants [N:1]1([CH:16]2[CH2:22][CH:21]3[N:23]([C:24]([O:26][CH2:27][CH3:28])=[O:25])[CH:18]([CH2:19][CH2:20]3)[CH2:17]2)[CH2:6][CH2:5][C:4]2([C:15]3[C:10](=[CH:11][CH:12]=[CH:13][CH:14]=3)[CH2:9][NH:8][CH2:7]2)[CH2:3][CH2:2]1.[C:29](Cl)(=[O:31])[CH3:30].C(N(CC)CC)C.Cl, predict the reaction product. (3) Given the reactants Cl[C:2]1[CH:7]=[C:6]([O:8][CH2:9][C:10]#[C:11][CH3:12])[N:5]=[CH:4][N:3]=1.C(=O)([O-])[O-].[K+].[K+].Cl.[CH3:20][C@H:21]1[CH2:26][C@@H:25]([CH3:27])[CH2:24][NH:23][CH2:22]1.[Cl-].[NH4+], predict the reaction product. The product is: [CH2:9]([O:8][C:6]1[CH:7]=[C:2]([N:23]2[CH2:24][C@H:25]([CH3:27])[CH2:26][C@H:21]([CH3:20])[CH2:22]2)[N:3]=[CH:4][N:5]=1)[C:10]#[C:11][CH3:12]. (4) Given the reactants [Br:1][C:2]1[CH:14]=[CH:13][C:5]([O:6][CH2:7][C:8]([O:10][CH2:11][CH3:12])=[O:9])=[C:4]([CH2:15]O)[CH:3]=1.O=S(Cl)[Cl:19], predict the reaction product. The product is: [Br:1][C:2]1[CH:14]=[CH:13][C:5]([O:6][CH2:7][C:8]([O:10][CH2:11][CH3:12])=[O:9])=[C:4]([CH2:15][Cl:19])[CH:3]=1.